Task: Predict which catalyst facilitates the given reaction.. Dataset: Catalyst prediction with 721,799 reactions and 888 catalyst types from USPTO Reactant: [C:1]([N:8]1[CH2:11][C:10](=[O:12])[CH2:9]1)([O:3][C:4]([CH3:7])([CH3:6])[CH3:5])=[O:2].[CH2:13]([Sn:17]([CH2:25][CH2:26][CH2:27][CH3:28])([CH2:21][CH2:22][CH2:23][CH3:24])[C:18]#[C:19][CH3:20])[CH2:14][CH2:15][CH3:16]. Product: [CH3:20][C:19]1[C:10](=[O:12])[CH2:9][N:8]([C:1]([O:3][C:4]([CH3:7])([CH3:6])[CH3:5])=[O:2])[CH2:11][C:18]=1[Sn:17]([CH2:13][CH2:14][CH2:15][CH3:16])([CH2:25][CH2:26][CH2:27][CH3:28])[CH2:21][CH2:22][CH2:23][CH3:24]. The catalyst class is: 11.